From a dataset of Forward reaction prediction with 1.9M reactions from USPTO patents (1976-2016). Predict the product of the given reaction. (1) Given the reactants C(O)(C(F)(F)F)=O.[F:8][C:9]1[CH:38]=[C:37]([NH:39][S:40]([C:43]2[CH:48]=[CH:47][C:46]([N:49]3[CH:53]=[CH:52][CH:51]=[CH:50]3)=[CH:45][CH:44]=2)(=[O:42])=[O:41])[CH:36]=[C:35]([F:54])[C:10]=1[C:11]([NH:13][C@H:14]([C:31]([O:33]C)=[O:32])[CH2:15][C:16]1[CH:21]=[CH:20][C:19]([N:22]2[C:27](=[O:28])[CH:26]=[CH:25][N:24]([CH3:29])[C:23]2=[O:30])=[CH:18][CH:17]=1)=[O:12].Cl.O1CCOCC1, predict the reaction product. The product is: [F:8][C:9]1[CH:38]=[C:37]([NH:39][S:40]([C:43]2[CH:48]=[CH:47][C:46]([N:49]3[CH:53]=[CH:52][CH:51]=[CH:50]3)=[CH:45][CH:44]=2)(=[O:41])=[O:42])[CH:36]=[C:35]([F:54])[C:10]=1[C:11]([NH:13][C@H:14]([C:31]([OH:33])=[O:32])[CH2:15][C:16]1[CH:21]=[CH:20][C:19]([N:22]2[C:27](=[O:28])[CH:26]=[CH:25][N:24]([CH3:29])[C:23]2=[O:30])=[CH:18][CH:17]=1)=[O:12]. (2) Given the reactants [Br:1][C:2]1[S:6][C:5]([N+:7]([O-:9])=[O:8])=[C:4]([CH:10]=[N:11]O)[CH:3]=1.O.C1(C)C=CC(S(O)(=O)=[O:21])=CC=1.CCN(CCOC1C=CC(CC2C=CC=CC=2)=CC=1)CC.Cl, predict the reaction product. The product is: [Br:1][C:2]1[S:6][C:5]([N+:7]([O-:9])=[O:8])=[C:4]([C:10]([NH2:11])=[O:21])[CH:3]=1. (3) Given the reactants [NH2:1][C:2]1[C:7]([NH2:8])=[C:6]([NH:9][C@@H:10]2[C@@H:15]3[CH2:16][C@@H:12]([CH:13]=[CH:14]3)[C@@H:11]2[C:17]([NH2:19])=[O:18])[C:5]([Cl:20])=[CH:4][N:3]=1.[C:21]([C:23]1[CH:24]=[C:25]([CH:28]=[CH:29][CH:30]=1)[CH:26]=O)#[N:22].C([O-])(=O)C.[NH4+], predict the reaction product. The product is: [Cl:20][C:5]1[C:6]([NH:9][C@@H:10]2[C@@H:15]3[CH2:16][C@@H:12]([CH:13]=[CH:14]3)[C@@H:11]2[C:17]([NH2:19])=[O:18])=[C:7]2[N:8]=[C:26]([C:25]3[CH:28]=[CH:29][CH:30]=[C:23]([C:21]#[N:22])[CH:24]=3)[NH:1][C:2]2=[N:3][CH:4]=1. (4) Given the reactants [Cl:1][C:2]1[CH:7]=[CH:6][C:5](Br)=[CH:4][CH:3]=1.C([Li])CCC.[CH3:14][O:15][C:16]1[CH:23]=[CH:22][C:19]([CH:20]=[O:21])=[CH:18][CH:17]=1.O, predict the reaction product. The product is: [Cl:1][C:2]1[CH:7]=[CH:6][C:5]([CH:20]([C:19]2[CH:22]=[CH:23][C:16]([O:15][CH3:14])=[CH:17][CH:18]=2)[OH:21])=[CH:4][CH:3]=1. (5) Given the reactants [Cl:1][C:2]1[CH:3]=[C:4]([CH:21]=[CH:22][C:23]=1[NH:24][C:25]([NH:27][CH3:28])=[O:26])[O:5][C:6]1[C:15]2[C:10](=[CH:11][C:12]([O:19][CH3:20])=[C:13]([C:16]([OH:18])=O)[CH:14]=2)[N:9]=[CH:8][CH:7]=1.CN.CO.[CH2:33]([N:35](CC)CC)C.F[P-](F)(F)(F)(F)F.CN([PH+](N(C)C)N(C)C)C, predict the reaction product. The product is: [CH3:33][NH:35][C:16]([C:13]1[CH:14]=[C:15]2[C:10](=[CH:11][C:12]=1[O:19][CH3:20])[N:9]=[CH:8][CH:7]=[C:6]2[O:5][C:4]1[CH:21]=[CH:22][C:23]([NH:24][C:25]([NH:27][CH3:28])=[O:26])=[C:2]([Cl:1])[CH:3]=1)=[O:18]. (6) Given the reactants [CH2:1]([N:8]1[CH2:13][CH2:12][NH:11][C@@H:10]([CH2:14][CH2:15][CH3:16])[CH2:9]1)[C:2]1[CH:7]=[CH:6][CH:5]=[CH:4][CH:3]=1.[C:17](O[C:17]([O:19][C:20]([CH3:23])([CH3:22])[CH3:21])=[O:18])([O:19][C:20]([CH3:23])([CH3:22])[CH3:21])=[O:18].CCN(C(C)C)C(C)C, predict the reaction product. The product is: [C:20]([O:19][C:17]([N:11]1[CH2:12][CH2:13][N:8]([CH2:1][C:2]2[CH:3]=[CH:4][CH:5]=[CH:6][CH:7]=2)[CH2:9][C@@H:10]1[CH2:14][CH2:15][CH3:16])=[O:18])([CH3:23])([CH3:22])[CH3:21]. (7) Given the reactants [CH2:1]([O:3][C:4](=[O:16])[NH:5][C:6]1[CH:11]=[CH:10][C:9]([S:12]([Cl:15])(=[O:14])=[O:13])=[CH:8][CH:7]=1)[CH3:2].[N+:17]([O-])([O-:19])=[O:18].[Na+], predict the reaction product. The product is: [CH2:1]([O:3][C:4](=[O:16])[NH:5][C:6]1[CH:7]=[CH:8][C:9]([S:12]([Cl:15])(=[O:13])=[O:14])=[CH:10][C:11]=1[N+:17]([O-:19])=[O:18])[CH3:2]. (8) Given the reactants [F:1][C:2]1[CH:9]=[C:8]([OH:10])[CH:7]=[CH:6][C:3]=1[CH:4]=[O:5].C(=O)([O-])[O-].[K+].[K+].FC(F)(F)S(O[CH2:23][C:24]([F:27])([F:26])[F:25])(=O)=O, predict the reaction product. The product is: [F:1][C:2]1[CH:9]=[C:8]([O:10][CH2:23][C:24]([F:27])([F:26])[F:25])[CH:7]=[CH:6][C:3]=1[CH:4]=[O:5]. (9) Given the reactants P(Cl)(Cl)([Cl:3])=O.O[C:7]1[C:12]([C:13]([O:15][CH2:16][CH3:17])=[O:14])=[CH:11][N:10]=[C:9]([CH3:18])[N:8]=1, predict the reaction product. The product is: [Cl:3][C:7]1[C:12]([C:13]([O:15][CH2:16][CH3:17])=[O:14])=[CH:11][N:10]=[C:9]([CH3:18])[N:8]=1.